Predict the reaction yield, written as a fraction of the theoretical maximum amount of product (1.0 means a 100% yield; for example, 0.34 means a 34% yield). From a dataset of Reaction yield outcomes from USPTO patents with 853,638 reactions. The reactants are [O:1]1[C:5]2[CH:6]=[CH:7][CH:8]=[CH:9][C:4]=2[O:3][CH2:2]1.[Br:10]NC(=O)CCC(N)=O. No catalyst specified. The product is [Br:10][C:8]1[CH:7]=[CH:6][C:5]2[O:1][CH2:2][O:3][C:4]=2[CH:9]=1. The yield is 0.900.